This data is from Cav3 T-type calcium channel HTS with 100,875 compounds. The task is: Binary Classification. Given a drug SMILES string, predict its activity (active/inactive) in a high-throughput screening assay against a specified biological target. The result is 0 (inactive). The compound is Clc1c(N)cc(C(OCC(=O)NCC2OCCC2)=O)cc1.